This data is from M1 muscarinic receptor antagonist screen with 61,756 compounds. The task is: Binary Classification. Given a drug SMILES string, predict its activity (active/inactive) in a high-throughput screening assay against a specified biological target. (1) The drug is o1c(nnc1c1ccc(OC)cc1)c1ccc(N(C)C)cc1. The result is 0 (inactive). (2) The drug is s1cc(C2CC2)c(c1NC(=O)CSCc1c(onc1C)C)C(OCC)=O. The result is 0 (inactive). (3) The drug is O=C(NC1CCCC1)C1(NC(=O)CNC(=O)C)CCCCC1. The result is 0 (inactive). (4) The drug is O1C(Cn2nnnc2C(N2CC3N(CCC3)CC2)c2cc3c([nH]c2=O)cc(cc3C)C)CCC1. The result is 0 (inactive). (5) The compound is O=C(N(C1CCCC1)Cc1[nH]c2c(c(=O)n1)cccc2)NC1CCCCC1. The result is 0 (inactive). (6) The compound is O(CCCn1c2nc3c(nc2c(c1N)C(OCC)=O)cccc3)C(=O)c1occc1. The result is 0 (inactive).